This data is from Reaction yield outcomes from USPTO patents with 853,638 reactions. The task is: Predict the reaction yield, written as a fraction of the theoretical maximum amount of product (1.0 means a 100% yield; for example, 0.34 means a 34% yield). (1) The reactants are [C:1]1(C2C=CC=CC=2)[CH:6]=[CH:5][C:4]([CH2:7][N:8]([CH2:16][CH2:17][CH2:18][N:19]([CH2:29][C:30]2[CH:35]=[CH:34][C:33](C3C=CC=CC=3)=[CH:32][CH:31]=2)[C:20]([O:22][CH2:23][C:24]2[S:28][CH:27]=[N:26][CH:25]=2)=[O:21])C(=O)OC(C)(C)C)=[CH:3][CH:2]=1.[CH3:48][N:49]([CH3:62])[CH2:50][CH2:51][CH2:52][O:53][C:54]1[CH:61]=[CH:60][C:57]([CH:58]=O)=[CH:56][CH:55]=1.CC(O)=O. No catalyst specified. The product is [CH2:29]([N:19]([CH2:18][CH2:17][CH2:16][N:8]([CH2:7][C:4]1[CH:3]=[CH:2][CH:1]=[CH:6][CH:5]=1)[CH2:58][C:57]1[CH:60]=[CH:61][C:54]([O:53][CH2:52][CH2:51][CH2:50][N:49]([CH3:62])[CH3:48])=[CH:55][CH:56]=1)[C:20](=[O:21])[O:22][CH2:23][C:24]1[S:28][CH:27]=[N:26][CH:25]=1)[C:30]1[CH:35]=[CH:34][CH:33]=[CH:32][CH:31]=1. The yield is 0.230. (2) The reactants are [CH2:1]([N:3]([CH2:28][CH3:29])[CH2:4][CH2:5][O:6][C:7]1[CH:8]=[CH:9][C:10]2[C:14]3[CH:15]=[CH:16][C:17]([O:19][CH2:20][CH2:21][N:22]([CH2:25][CH3:26])[CH2:23][CH3:24])=[CH:18][C:13]=3[S:12][C:11]=2[CH:27]=1)[CH3:2].C1C[O:33]CC1. No catalyst specified. The product is [CH2:28]([N:3]([CH2:1][CH3:2])[CH2:4][CH2:5][O:6][C:7]1[CH:8]=[CH:9][C:10]2[C:14]3[CH:15]=[CH:16][C:17]([O:19][CH2:20][CH2:21][N:22]([CH2:25][CH3:26])[CH2:23][CH3:24])=[CH:18][C:13]=3[S:12](=[O:33])[C:11]=2[CH:27]=1)[CH3:29]. The yield is 1.00. (3) The reactants are [F:1][C:2]1([F:13])[CH2:7][CH2:6][C:5]([O:8][Si](C)(C)C)=[CH:4][CH2:3]1. The catalyst is C(#N)C.C([O-])(=O)C.[Pd+2].C([O-])(=O)C. The product is [F:1][C:2]1([F:13])[CH2:7][CH2:6][C:5](=[O:8])[CH:4]=[CH:3]1. The yield is 0.500. (4) The reactants are [Mg].Br[C:3]1[CH:8]=[CH:7][C:6]([O:9][C:10]([F:13])([F:12])[F:11])=[C:5]([F:14])[CH:4]=1.[CH3:15][C:16]1[CH2:21][CH2:20][CH2:19][C:18]([CH3:23])([CH3:22])[C:17]=1[CH2:24][CH:25]=[O:26]. The catalyst is C(OCC)C. The product is [F:14][C:5]1[CH:4]=[C:3]([CH:25]([OH:26])[CH2:24][C:17]2[C:18]([CH3:22])([CH3:23])[CH2:19][CH2:20][CH2:21][C:16]=2[CH3:15])[CH:8]=[CH:7][C:6]=1[O:9][C:10]([F:13])([F:12])[F:11]. The yield is 0.420. (5) The product is [Cl:6][C:7]1[C:8]([CH:23]=[O:24])=[N:9][CH:10]=[C:11]([N:13]([CH2:15][CH:16]2[CH2:18][CH2:17]2)[CH3:14])[N:12]=1. No catalyst specified. The yield is 0.710. The reactants are P(Cl)(Cl)(Cl)=O.[Cl:6][C:7]1[N:12]=[C:11]([N:13]([CH2:15][CH:16]2[CH2:18][CH2:17]2)[CH3:14])[CH:10]=[N:9][CH:8]=1.O.CN([CH:23]=[O:24])C. (6) The reactants are Br[C:2]1[CH:23]=[CH:22][C:5]([C:6]([NH:8][S:9]([C:12]2[CH:17]=[CH:16][CH:15]=[CH:14][C:13]=2[S:18](=[O:21])(=[O:20])[NH2:19])(=[O:11])=[O:10])=[O:7])=[CH:4][C:3]=1[O:24][CH2:25][CH:26]1[CH2:28][CH2:27]1.[O:29]1[C:33]2[CH:34]=[CH:35][CH:36]=[CH:37][C:32]=2[CH:31]=[C:30]1B(O)O. No catalyst specified. The product is [O:29]1[C:33]2[CH:34]=[CH:35][CH:36]=[CH:37][C:32]=2[CH:31]=[C:30]1[C:2]1[CH:23]=[CH:22][C:5]([C:6]([NH:8][S:9]([C:12]2[CH:17]=[CH:16][CH:15]=[CH:14][C:13]=2[S:18](=[O:21])(=[O:20])[NH2:19])(=[O:11])=[O:10])=[O:7])=[CH:4][C:3]=1[O:24][CH2:25][CH:26]1[CH2:28][CH2:27]1. The yield is 0.540.